From a dataset of Reaction yield outcomes from USPTO patents with 853,638 reactions. Predict the reaction yield, written as a fraction of the theoretical maximum amount of product (1.0 means a 100% yield; for example, 0.34 means a 34% yield). (1) The reactants are Cl[C:2]1[N:9]=[C:8]([NH:10][CH2:11][C:12]([CH3:15])([CH3:14])[CH3:13])[C:7]([F:16])=[CH:6][C:3]=1[C:4]#[N:5].[NH2:17][C:18]1[CH:19]=[C:20]([CH:26]=[CH:27][C:28]=1[CH3:29])[C:21]([NH:23][O:24][CH3:25])=[O:22].[F-].[K+]. The catalyst is CS(C)=O. The product is [C:4]([C:3]1[C:2]([NH:17][C:18]2[CH:19]=[C:20]([CH:26]=[CH:27][C:28]=2[CH3:29])[C:21]([NH:23][O:24][CH3:25])=[O:22])=[N:9][C:8]([NH:10][CH2:11][C:12]([CH3:15])([CH3:14])[CH3:13])=[C:7]([F:16])[CH:6]=1)#[N:5]. The yield is 0.0100. (2) The reactants are [Br:1][C:2]1[C:7]([O:8][CH3:9])=[CH:6][C:5]([C:10](=[O:13])[CH2:11][CH3:12])=[CH:4][C:3]=1[O:14][CH3:15].[Br-:16].[Br-].[Br-].[NH+]1C=CC=CC=1.[NH+]1C=CC=CC=1.[NH+]1C=CC=CC=1.C([O-])(O)=O.[Na+]. The catalyst is C1COCC1. The product is [Br:16][CH:11]([CH3:12])[C:10]([C:5]1[CH:6]=[C:7]([O:8][CH3:9])[C:2]([Br:1])=[C:3]([O:14][CH3:15])[CH:4]=1)=[O:13]. The yield is 0.560. (3) The reactants are [CH3:1][O:2][C:3](=[O:16])[C:4]1[CH:9]=[CH:8][C:7]([CH2:10][OH:11])=[CH:6][C:5]=1[NH:12][C:13](=[O:15])[CH3:14]. The catalyst is C(Cl)Cl.O=[Mn]=O. The product is [CH3:1][O:2][C:3](=[O:16])[C:4]1[CH:9]=[CH:8][C:7]([CH:10]=[O:11])=[CH:6][C:5]=1[NH:12][C:13](=[O:15])[CH3:14]. The yield is 0.680. (4) The reactants are [F:1][C:2]1[CH:3]=[C:4]([CH:10]=[CH:11][CH:12]=1)/[CH:5]=[CH:6]/[C:7]([OH:9])=[O:8].[H][H]. The catalyst is [Pd].CCO. The product is [F:1][C:2]1[CH:3]=[C:4]([CH:10]=[CH:11][CH:12]=1)[CH2:5][CH2:6][C:7]([OH:9])=[O:8]. The yield is 0.890. (5) The yield is 0.670. The product is [OH:15][C:9]1[C:8]([CH:16]([CH3:18])[CH3:17])=[CH:7][C:6]([CH2:5][CH2:4][C:3]([OH:19])=[O:2])=[CH:11][C:10]=1[CH:12]([CH3:14])[CH3:13]. The catalyst is CCCCCCC.C(OCC)(=O)C. The reactants are C[O:2][C:3](=[O:19])[CH2:4][CH2:5][C:6]1[CH:11]=[C:10]([CH:12]([CH3:14])[CH3:13])[C:9]([OH:15])=[C:8]([CH:16]([CH3:18])[CH3:17])[CH:7]=1.[Li+].[OH-].O.C1COCC1.O.